Regression. Given two drug SMILES strings and cell line genomic features, predict the synergy score measuring deviation from expected non-interaction effect. From a dataset of NCI-60 drug combinations with 297,098 pairs across 59 cell lines. Drug 1: CC12CCC3C(C1CCC2O)C(CC4=C3C=CC(=C4)O)CCCCCCCCCS(=O)CCCC(C(F)(F)F)(F)F. Drug 2: CN(CC1=CN=C2C(=N1)C(=NC(=N2)N)N)C3=CC=C(C=C3)C(=O)NC(CCC(=O)O)C(=O)O. Cell line: UACC-257. Synergy scores: CSS=42.5, Synergy_ZIP=0.503, Synergy_Bliss=2.04, Synergy_Loewe=-49.1, Synergy_HSA=1.14.